Dataset: Reaction yield outcomes from USPTO patents with 853,638 reactions. Task: Predict the reaction yield, written as a fraction of the theoretical maximum amount of product (1.0 means a 100% yield; for example, 0.34 means a 34% yield). The catalyst is O. The reactants are Cl[CH2:2][C:3]([C:5]1[CH:10]=[CH:9][N:8]=[C:7]2[N:11]([CH2:14][O:15][CH2:16][CH2:17][Si:18]([CH3:21])([CH3:20])[CH3:19])[CH:12]=[CH:13][C:6]=12)=O.C[N:23]([CH:25]=O)C.[C:27]([O-])(=O)[C:28]([CH3:31])(C)[CH3:29].[Cs+].C([O-])(=O)C.[NH4+:39]. The product is [C:28]([C:25]1[NH:23][C:3]([C:5]2[CH:10]=[CH:9][N:8]=[C:7]3[N:11]([CH2:14][O:15][CH2:16][CH2:17][Si:18]([CH3:21])([CH3:20])[CH3:19])[CH:12]=[CH:13][C:6]=23)=[CH:2][N:39]=1)([CH3:31])([CH3:29])[CH3:27]. The yield is 0.520.